Task: Predict the reactants needed to synthesize the given product.. Dataset: Full USPTO retrosynthesis dataset with 1.9M reactions from patents (1976-2016) (1) Given the product [CH:17]1([C:12]2[CH:13]=[CH:14][CH:15]=[CH:16][C:11]=2[CH:10]([NH:23][C:24]([NH:26][C:27]2[CH:32]=[C:31]([C:33]([F:35])([F:36])[F:34])[CH:30]=[C:29]([O:37][CH3:38])[CH:28]=2)=[O:25])[C:7]2[CH:6]=[CH:5][C:4]([C:3]([OH:39])=[O:2])=[CH:9][CH:8]=2)[CH2:22][CH2:21][CH2:20][CH2:19][CH2:18]1, predict the reactants needed to synthesize it. The reactants are: C[O:2][C:3](=[O:39])[C:4]1[CH:9]=[CH:8][C:7]([CH:10]([NH:23][C:24]([NH:26][C:27]2[CH:32]=[C:31]([C:33]([F:36])([F:35])[F:34])[CH:30]=[C:29]([O:37][CH3:38])[CH:28]=2)=[O:25])[C:11]2[CH:16]=[CH:15][CH:14]=[CH:13][C:12]=2[CH:17]2[CH2:22][CH2:21][CH2:20][CH2:19][CH2:18]2)=[CH:6][CH:5]=1.[OH-].[Na+].C(OCC)(=O)C. (2) Given the product [Cl:24][CH2:23][CH2:22][N:13]1[CH2:14][CH2:15][N:10]([C:6]2[CH:7]=[CH:8][CH:9]=[C:4]([C:3]([F:2])([F:16])[F:17])[CH:5]=2)[CH2:11][CH2:12]1, predict the reactants needed to synthesize it. The reactants are: Cl.[F:2][C:3]([F:17])([F:16])[C:4]1[CH:5]=[C:6]([N:10]2[CH2:15][CH2:14][NH:13][CH2:12][CH2:11]2)[CH:7]=[CH:8][CH:9]=1.ClCCl.Br[CH2:22][CH2:23][Cl:24].C(N(CC)CC)C. (3) Given the product [CH2:1]=[C:2]([N:6]1[CH2:11][CH2:10][O:9][CH2:8][CH2:7]1)[CH2:3][CH3:4], predict the reactants needed to synthesize it. The reactants are: [CH3:1][C:2](=O)[CH2:3][CH3:4].[NH:6]1[CH2:11][CH2:10][O:9][CH2:8][CH2:7]1.ClCCl. (4) The reactants are: [F:1][C:2]1[CH:20]=[CH:19][CH:18]=[CH:17][C:3]=1[CH2:4][N:5]1[C:9]2=[N:10][C:11]([CH3:14])=[N:12][CH:13]=[C:8]2[C:7]([C:15]#[N:16])=[N:6]1.C[O-].[Na+].C(O)(=O)C.[Cl-].[NH4+:29]. Given the product [F:1][C:2]1[CH:20]=[CH:19][CH:18]=[CH:17][C:3]=1[CH2:4][N:5]1[C:9]2=[N:10][C:11]([CH3:14])=[N:12][CH:13]=[C:8]2[C:7]([C:15](=[NH:29])[NH2:16])=[N:6]1, predict the reactants needed to synthesize it. (5) The reactants are: [CH3:1][C:2]1[NH:6][CH:5]=[C:4]([CH2:7][CH2:8][C:9]([OH:11])=O)[CH:3]=1.[CH2:12]([N:14](CC)[CH2:15]C)C.ClC(OCC)=O.CNC. Given the product [CH3:12][N:14]([CH3:15])[C:9](=[O:11])[CH2:8][CH2:7][C:4]1[CH:3]=[C:2]([CH3:1])[NH:6][CH:5]=1, predict the reactants needed to synthesize it.